This data is from Forward reaction prediction with 1.9M reactions from USPTO patents (1976-2016). The task is: Predict the product of the given reaction. (1) The product is: [Cl:7][C:8]1[CH:9]=[C:10]([N:14]([CH2:15][C:16]2[C:25]3[C:20](=[C:21]([F:26])[CH:22]=[CH:23][CH:24]=3)[NH:19][C:18](=[O:27])[CH:17]=2)[C:29]2[CH:34]=[CH:33][CH:32]=[CH:31][N:30]=2)[CH:11]=[CH:12][CH:13]=1. Given the reactants CC(C)([O-])C.[Na+].[Cl:7][C:8]1[CH:9]=[C:10]([NH:14][CH2:15][C:16]2[C:25]3[C:20](=[C:21]([F:26])[CH:22]=[CH:23][CH:24]=3)[NH:19][C:18](=[O:27])[CH:17]=2)[CH:11]=[CH:12][CH:13]=1.Cl[C:29]1[CH:34]=[CH:33][CH:32]=[CH:31][N:30]=1.C(P(C(C)(C)C)C1C=CC=CC=1C1C=CC=CC=1)(C)(C)C, predict the reaction product. (2) The product is: [CH3:1][O:2][C:3]1[CH:10]=[CH:9][C:6]([CH:7]=[O:23])=[CH:5][C:4]=1[CH2:11][C@H:12]1[CH2:16][O:15][C:14](=[O:17])[N:13]1[CH2:18][CH2:19][CH3:20]. Given the reactants [CH3:1][O:2][C:3]1[CH:10]=[CH:9][C:6]([C:7]#N)=[CH:5][C:4]=1[CH2:11][C@H:12]1[CH2:16][O:15][C:14](=[O:17])[N:13]1[CH2:18][CH2:19][CH3:20].CC[O:23]C(C)=O.N, predict the reaction product. (3) Given the reactants CS(O[CH2:6][CH2:7][C:8]1[CH:13]=[CH:12][C:11]([O:14][CH2:15][C:16]2[CH:21]=[CH:20][C:19]([O:22][CH3:23])=[CH:18][CH:17]=2)=[C:10]([Cl:24])[CH:9]=1)(=O)=O.C1(S(O)(=O)=O)C=CC=CC=1.[CH3:35][C@@H:36]1[CH2:40][CH2:39][CH2:38][NH:37]1.C(=O)([O-])[O-].[K+].[K+], predict the reaction product. The product is: [Cl:24][C:10]1[CH:9]=[C:8]([CH:13]=[CH:12][C:11]=1[O:14][CH2:15][C:16]1[CH:21]=[CH:20][C:19]([O:22][CH3:23])=[CH:18][CH:17]=1)[CH2:7][CH2:6][N:37]1[CH2:38][CH2:39][CH2:40][C@H:36]1[CH3:35]. (4) Given the reactants Cl[C:2]1[C:7]2=[C:8]([CH2:11][O:12][CH2:13][CH2:14][O:15][CH3:16])[CH:9]=[CH:10][N:6]2[N:5]=[CH:4][N:3]=1.C([O-])(O)=O.[Na+].[N:22]1[CH:27]=[CH:26][CH:25]=[CH:24][C:23]=1[CH2:28][N:29]1[C:37]2[C:32](=[CH:33][C:34]([NH2:38])=[CH:35][CH:36]=2)[CH:31]=[N:30]1.FC1C=C(C=CC=1)CN1C2C(=CC(N)=CC=2)C=N1.N1C=CC=CC=1CCl, predict the reaction product. The product is: [CH3:16][O:15][CH2:14][CH2:13][O:12][CH2:11][C:8]1[CH:9]=[CH:10][N:6]2[C:7]=1[C:2]([NH:38][C:34]1[CH:33]=[C:32]3[C:37](=[CH:36][CH:35]=1)[N:29]([CH2:28][C:23]1[CH:24]=[CH:25][CH:26]=[CH:27][N:22]=1)[N:30]=[CH:31]3)=[N:3][CH:4]=[N:5]2. (5) Given the reactants [C:1]1(=[O:6])[CH2:5][CH2:4][CH:3]=[CH:2]1.[CH:7]1[CH2:11][CH:10]=[CH:9][CH:8]=1.Cl(O)(=O)(=O)=O.C([C@@H]1N[C@H](C2OC(C)=CC=2)N(C)C1=O)C1C=CC=CC=1, predict the reaction product. The product is: [C@@H:9]12[CH2:10][C@H:11]([CH:7]=[CH:8]1)[C@@H:3]1[C@@H:2]2[C:1](=[O:6])[CH2:5][CH2:4]1. (6) Given the reactants C[O:2][C:3]1[CH:4]=[C:5]([C:11]2[S:19][C:18]3[C:13](=[N:14][CH:15]=[CH:16][C:17]=3[O:20][C:21]3[CH:26]=[CH:25][C:24]([N+:27]([O-:29])=[O:28])=[CH:23][C:22]=3[F:30])[CH:12]=2)[CH:6]=[CH:7][C:8]=1[O:9]C.B(Br)(Br)Br.CO.[OH-].[Na+], predict the reaction product. The product is: [F:30][C:22]1[CH:23]=[C:24]([N+:27]([O-:29])=[O:28])[CH:25]=[CH:26][C:21]=1[O:20][C:17]1[CH:16]=[CH:15][N:14]=[C:13]2[CH:12]=[C:11]([C:5]3[CH:4]=[C:3]([OH:2])[C:8]([OH:9])=[CH:7][CH:6]=3)[S:19][C:18]=12. (7) The product is: [CH3:1][C:2]1[N:3]=[C:4]([NH:18][C:24]([N:21]2[CH:20]=[CH:19][N:23]=[CH:22]2)=[O:25])[S:5][C:6]=1[C:7]1[CH:12]=[CH:11][C:10]([N:13]2[CH:17]=[CH:16][CH:15]=[N:14]2)=[CH:9][CH:8]=1. Given the reactants [CH3:1][C:2]1[N:3]=[C:4]([NH2:18])[S:5][C:6]=1[C:7]1[CH:12]=[CH:11][C:10]([N:13]2[CH:17]=[CH:16][CH:15]=[N:14]2)=[CH:9][CH:8]=1.[CH:19]1[N:23]=[CH:22][N:21]([C:24](N2C=NC=C2)=[O:25])[CH:20]=1, predict the reaction product. (8) Given the reactants [C:1]([OH:6])#[C:2][CH2:3][CH2:4][CH3:5].C(Cl)Cl.[C:10](Cl)([C:12]1[CH:17]=[CH:16][CH:15]=[CH:14][CH:13]=1)=[O:11], predict the reaction product. The product is: [C:10]([O:6][CH2:1][CH2:2][CH2:3][C:4]#[CH:5])(=[O:11])[C:12]1[CH:17]=[CH:16][CH:15]=[CH:14][CH:13]=1.